Dataset: Full USPTO retrosynthesis dataset with 1.9M reactions from patents (1976-2016). Task: Predict the reactants needed to synthesize the given product. (1) Given the product [C:1]1([C:7]2[N:8]=[C:9]([N:12]3[CH2:17][CH2:16][NH:15][CH2:14][CH2:13]3)[O:10][CH:11]=2)[CH:2]=[CH:3][CH:4]=[CH:5][CH:6]=1, predict the reactants needed to synthesize it. The reactants are: [C:1]1([C:7]2[N:8]=[C:9]([N:12]3[CH2:17][CH2:16][N:15](C(OC(C)(C)C)=O)[CH2:14][CH2:13]3)[O:10][CH:11]=2)[CH:6]=[CH:5][CH:4]=[CH:3][CH:2]=1.Cl. (2) Given the product [CH2:1]([O:8][C:9]1[CH:14]=[CH:13][C:12]([CH2:15][C:16]([N:21]([CH3:22])[CH3:20])=[O:17])=[C:11]([CH3:19])[CH:10]=1)[C:2]1[CH:7]=[CH:6][CH:5]=[CH:4][CH:3]=1, predict the reactants needed to synthesize it. The reactants are: [CH2:1]([O:8][C:9]1[CH:14]=[CH:13][C:12]([CH2:15][C:16](O)=[O:17])=[C:11]([CH3:19])[CH:10]=1)[C:2]1[CH:7]=[CH:6][CH:5]=[CH:4][CH:3]=1.[CH3:20][NH:21][CH3:22].CCN(C(C)C)C(C)C.CN(C(ON1N=NC2C=CC=NC1=2)=[N+](C)C)C.F[P-](F)(F)(F)(F)F. (3) Given the product [F:27][C:26]([F:29])([F:28])[C:24]([OH:30])=[O:25].[N:16]1[N:15]([CH2:14][C@@H:11]2[CH2:12][CH2:13][C@H:9]([NH2:8])[CH2:10]2)[CH:23]=[C:22]2[C:17]=1[CH:18]=[CH:19][CH:20]=[CH:21]2, predict the reactants needed to synthesize it. The reactants are: C([NH:8][C@H:9]1[CH2:13][CH2:12][C@@H:11]([CH2:14][N:15]2[CH:23]=[C:22]3[C:17]([CH:18]=[CH:19][CH:20]=[CH:21]3)=[N:16]2)[CH2:10]1)(OC(C)(C)C)=O.[C:24]([OH:30])([C:26]([F:29])([F:28])[F:27])=[O:25]. (4) Given the product [CH2:2]([C:3]1[CH:8]=[CH:7][C:6]([OH:9])=[C:5]([CH:4]=1)[CH:12]=[O:14])[CH3:18], predict the reactants needed to synthesize it. The reactants are: F[C:2](F)(F)[C:3]1[CH:8]=[CH:7][C:6]([OH:9])=[CH:5][CH:4]=1.[C:12](OCC)(=[O:14])C.[CH3:18]CCCCC. (5) Given the product [F:27][C:2]([F:1])([F:26])[O:3][C:4]1[CH:9]=[CH:8][C:7]([N:10]2[CH:14]=[N:13][C:12]([C:15]3[CH:20]=[CH:19][C:18](/[CH:21]=[CH:22]/[C:23]([N:44]=[N+:45]=[N-:46])=[O:25])=[CH:17][CH:16]=3)=[N:11]2)=[CH:6][CH:5]=1, predict the reactants needed to synthesize it. The reactants are: [F:1][C:2]([F:27])([F:26])[O:3][C:4]1[CH:9]=[CH:8][C:7]([N:10]2[CH:14]=[N:13][C:12]([C:15]3[CH:20]=[CH:19][C:18](/[CH:21]=[CH:22]/[C:23]([OH:25])=O)=[CH:17][CH:16]=3)=[N:11]2)=[CH:6][CH:5]=1.P([N:44]=[N+:45]=[N-:46])(=O)(OC1C=CC=CC=1)OC1C=CC=CC=1.C(N(CC)CC)C.